Dataset: Forward reaction prediction with 1.9M reactions from USPTO patents (1976-2016). Task: Predict the product of the given reaction. (1) Given the reactants [CH2:1]([O:3][C@H:4]([CH3:26])[CH2:5][O:6][CH2:7][C:8]1[CH:13]=[CH:12][C:11](B2OC(C)(C)C(C)(C)O2)=[C:10]([CH2:23][O:24][CH3:25])[CH:9]=1)[CH3:2].[C:27]([O:31][C:32]([N:34]1[CH2:39][CH:38]=[C:37](OS(C(F)(F)F)(=O)=O)[CH2:36][CH2:35]1)=[O:33])([CH3:30])([CH3:29])[CH3:28].[Li+].[Cl-].C([O-])(O)=O.[Na+], predict the reaction product. The product is: [C:27]([O:31][C:32]([N:34]1[CH2:35][CH:36]=[C:37]([C:11]2[CH:12]=[CH:13][C:8]([CH2:7][O:6][CH2:5][C@H:4]([O:3][CH2:1][CH3:2])[CH3:26])=[CH:9][C:10]=2[CH2:23][O:24][CH3:25])[CH2:38][CH2:39]1)=[O:33])([CH3:30])([CH3:28])[CH3:29]. (2) Given the reactants [F:1][C:2]([F:13])([F:12])[C:3]1[CH:4]=[C:5](B(O)O)[CH:6]=[CH:7][CH:8]=1.COC1C=CC=C(OC)C=1C1C=CC=CC=1P(C1CCCCC1)C1CCCCC1.P([O-])([O-])([O-])=O.[K+].[K+].[K+].Cl[C:52]1[CH:57]=[CH:56][C:55]([N:58]2[C:67]3[C:62](=[CH:63][C:64]([S:68]([NH:71][C:72]4[CH:76]=[CH:75][O:74][N:73]=4)(=[O:70])=[O:69])=[CH:65][CH:66]=3)[CH:61]=[CH:60][C:59]2=[O:77])=[CH:54][CH:53]=1, predict the reaction product. The product is: [O:74]1[CH:75]=[CH:76][C:72]([NH:71][S:68]([C:64]2[CH:63]=[C:62]3[C:67](=[CH:66][CH:65]=2)[N:58]([C:55]2[CH:54]=[CH:53][C:52]([C:5]4[CH:6]=[CH:7][CH:8]=[C:3]([C:2]([F:13])([F:12])[F:1])[CH:4]=4)=[CH:57][CH:56]=2)[C:59](=[O:77])[CH:60]=[CH:61]3)(=[O:70])=[O:69])=[N:73]1. (3) The product is: [O:14]=[C:13]1[N:8]([C:5]2[CH:4]=[CH:3][C:2]([C:29]#[N:30])=[N:7][CH:6]=2)[C:9]([C@H:19]2[CH2:24][CH2:23][C@@H:22]([C:25]([F:28])([F:27])[F:26])[CH2:21][CH2:20]2)=[N:10][C:11]2[CH:18]=[CH:17][CH:16]=[N:15][C:12]1=2. Given the reactants Cl[C:2]1[N:7]=[CH:6][C:5]([N:8]2[C:13](=[O:14])[C:12]3[N:15]=[CH:16][CH:17]=[CH:18][C:11]=3[N:10]=[C:9]2[C@H:19]2[CH2:24][CH2:23][C@@H:22]([C:25]([F:28])([F:27])[F:26])[CH2:21][CH2:20]2)=[CH:4][CH:3]=1.[CH3:29][N:30](C)C=O, predict the reaction product. (4) Given the reactants [N:1]([CH2:4][C:5]1[CH:6]=[CH:7][C:8]2[O:12][CH:11]=[CH:10][C:9]=2[CH:13]=1)=[N+]=[N-], predict the reaction product. The product is: [O:12]1[C:8]2[CH:7]=[CH:6][C:5]([CH2:4][NH2:1])=[CH:13][C:9]=2[CH:10]=[CH:11]1. (5) Given the reactants C[O:2][CH:3]1[CH2:8][CH2:7][N:6]([S:9]([C:12]2[CH:37]=[CH:36][C:15]([CH2:16][NH:17][C:18]([C:20]3[C:21]4[CH:28]=[N:27][N:26]([C:29]5[CH:34]=[CH:33][C:32]([F:35])=[CH:31][CH:30]=5)[C:22]=4[CH:23]=[N:24][CH:25]=3)=[O:19])=[CH:14][CH:13]=2)(=[O:11])=[O:10])[CH2:5][CH2:4]1.B(Br)(Br)Br, predict the reaction product. The product is: [OH:2][CH:3]1[CH2:4][CH2:5][N:6]([S:9]([C:12]2[CH:13]=[CH:14][C:15]([CH2:16][NH:17][C:18]([C:20]3[C:21]4[CH:28]=[N:27][N:26]([C:29]5[CH:34]=[CH:33][C:32]([F:35])=[CH:31][CH:30]=5)[C:22]=4[CH:23]=[N:24][CH:25]=3)=[O:19])=[CH:36][CH:37]=2)(=[O:11])=[O:10])[CH2:7][CH2:8]1. (6) Given the reactants [C:1]([O:5][C:6]([N:8]([CH3:29])[CH2:9][CH2:10][N:11]1[CH2:16][CH2:15][CH:14]([N:17]2[C:21]([C:22](O)=[O:23])=[CH:20][C:19]([C:25]([F:28])([F:27])[F:26])=[N:18]2)[CH2:13][CH2:12]1)=[O:7])([CH3:4])([CH3:3])[CH3:2].C(Cl)CCl.C1C=CC2N(O)N=NC=2C=1.Cl.Cl.[CH3:46][O:47][C:48]1[CH:53]=[CH:52][C:51]([NH2:54])=[C:50]([NH2:55])[CH:49]=1, predict the reaction product. The product is: [NH2:54][C:51]1[CH:52]=[CH:53][C:48]([O:47][CH3:46])=[CH:49][C:50]=1[NH:55][C:22]([C:21]1[N:17]([CH:14]2[CH2:15][CH2:16][N:11]([CH2:10][CH2:9][N:8]([CH3:29])[C:6](=[O:7])[O:5][C:1]([CH3:4])([CH3:3])[CH3:2])[CH2:12][CH2:13]2)[N:18]=[C:19]([C:25]([F:27])([F:28])[F:26])[CH:20]=1)=[O:23]. (7) Given the reactants Cl[C:2]1[N:7]=[C:6]([CH3:8])[N:5]=[C:4]([N:9]2[CH2:14][CH2:13][N:12]([CH2:15][CH2:16][OH:17])[CH2:11][CH2:10]2)[CH:3]=1.[NH2:18][C:19]1[S:20][C:21]([C:24]([O:26][CH3:27])=[O:25])=[CH:22][N:23]=1.C(=O)([O-])[O-].[Cs+].[Cs+].C1C=CC(P(C2C(C3C(P(C4C=CC=CC=4)C4C=CC=CC=4)=CC=C4C=3C=CC=C4)=C3C(C=CC=C3)=CC=2)C2C=CC=CC=2)=CC=1.Cl, predict the reaction product. The product is: [OH:17][CH2:16][CH2:15][N:12]1[CH2:13][CH2:14][N:9]([C:4]2[N:5]=[C:6]([CH3:8])[N:7]=[C:2]([NH:18][C:19]3[S:20][C:21]([C:24]([O:26][CH3:27])=[O:25])=[CH:22][N:23]=3)[CH:3]=2)[CH2:10][CH2:11]1.